Dataset: Catalyst prediction with 721,799 reactions and 888 catalyst types from USPTO. Task: Predict which catalyst facilitates the given reaction. (1) Reactant: [S:1]1[CH:5]=[C:4]([C:6]2[O:7][C:8]3[C:9](=[C:11]([C:15]([OH:17])=O)[CH:12]=[CH:13][CH:14]=3)[N:10]=2)[N:3]=[CH:2]1.[ClH:18].C(N=C=NCCCN(C)C)C.ON1C2C=CC=CC=2N=N1.Cl.Cl.[NH2:42][CH:43]1[CH2:50][CH:49]2[N:51]([CH3:52])[CH:45]([CH2:46][CH2:47][CH2:48]2)[CH2:44]1.C(N(CC)CC)C. Product: [ClH:18].[CH3:52][N:51]1[CH:45]2[CH2:46][CH2:47][CH2:48][CH:49]1[CH2:50][CH:43]([NH:42][C:15]([C:11]1[CH:12]=[CH:13][CH:14]=[C:8]3[O:7][C:6]([C:4]4[N:3]=[CH:2][S:1][CH:5]=4)=[N:10][C:9]=13)=[O:17])[CH2:44]2. The catalyst class is: 39. (2) Reactant: Cl[C:2]1N=[CH:4][C:5]([C:8]([O:10][CH3:11])=[O:9])=[N:6][CH:7]=1.[C:12](=O)([O-])[O-].[Cs+].[Cs+].[F:18][C:19]([F:23])([F:22])[CH2:20][OH:21].O. Product: [F:18][C:19]([F:23])([F:22])[CH2:20][O:21][C:2]1[CH:12]=[CH:4][C:5]([C:8]([O:10][CH3:11])=[O:9])=[N:6][CH:7]=1. The catalyst class is: 3. (3) Reactant: [OH:1][CH:2]1[C:6]([CH3:8])([CH3:7])[CH2:5][NH:4][C:3]1=[O:9].I[C:11]1[CH:12]=[N:13][N:14]2[CH2:19][C@H:18]([CH3:20])[N:17]([C:21]([O:23][C:24]([CH3:27])([CH3:26])[CH3:25])=[O:22])[CH2:16][C:15]=12.[O-]P([O-])([O-])=O.[K+].[K+].[K+].CN[C@@H]1CCCC[C@H]1NC. Product: [OH:1][CH:2]1[C:6]([CH3:8])([CH3:7])[CH2:5][N:4]([C:11]2[CH:12]=[N:13][N:14]3[CH2:19][C@H:18]([CH3:20])[N:17]([C:21]([O:23][C:24]([CH3:25])([CH3:27])[CH3:26])=[O:22])[CH2:16][C:15]=23)[C:3]1=[O:9]. The catalyst class is: 156. (4) Reactant: I[C:2]1[NH:20][C:5]2=[N:6][CH:7]=[C:8]([NH:10][C:11]([C:13]3[NH:17][N:16]=[C:15]([CH3:18])[C:14]=3[CH3:19])=[O:12])[CH:9]=[C:4]2[CH:3]=1.[CH3:21][C:22]1[C:26](B2OC(C)(C)C(C)(C)O2)=[CH:25][N:24]([CH:36]2[CH2:39][O:38][CH2:37]2)[N:23]=1.C(=O)([O-])[O-].[K+].[K+]. Product: [CH3:18][C:15]1[C:14]([CH3:19])=[C:13]([C:11]([NH:10][C:8]2[CH:9]=[C:4]3[CH:3]=[C:2]([C:26]4[C:22]([CH3:21])=[N:23][N:24]([CH:36]5[CH2:39][O:38][CH2:37]5)[CH:25]=4)[NH:20][C:5]3=[N:6][CH:7]=2)=[O:12])[NH:17][N:16]=1. The catalyst class is: 294. (5) Reactant: [CH3:1][O:2][C:3]1[CH:13]=[CH:12][C:6]2[NH:7][C:8](=[O:11])[CH2:9][O:10][C:5]=2[CH:4]=1.[H-].[Na+].[CH3:16]I.O. Product: [CH3:1][O:2][C:3]1[CH:13]=[CH:12][C:6]2[N:7]([CH3:16])[C:8](=[O:11])[CH2:9][O:10][C:5]=2[CH:4]=1. The catalyst class is: 3. (6) Reactant: O[CH2:2][CH2:3][N:4]1[CH2:8][CH2:7][NH:6][C:5]1=[O:9].S(Cl)([Cl:12])=O. Product: [Cl:12][CH2:2][CH2:3][N:4]1[CH2:8][CH2:7][NH:6][C:5]1=[O:9]. The catalyst class is: 22.